This data is from Reaction yield outcomes from USPTO patents with 853,638 reactions. The task is: Predict the reaction yield, written as a fraction of the theoretical maximum amount of product (1.0 means a 100% yield; for example, 0.34 means a 34% yield). (1) The reactants are [NH:1]1[CH:5]=[CH:4][N:3]=[CH:2]1.[H-].[Na+].Cl[C:9]1[C:14]([I:15])=[CH:13][N:12]=[CH:11][N:10]=1. The catalyst is C1COCC1. The product is [N:1]1([C:9]2[C:14]([I:15])=[CH:13][N:12]=[CH:11][N:10]=2)[CH:5]=[CH:4][N:3]=[CH:2]1. The yield is 0.521. (2) The reactants are [C:1]([C:5]1[CH:9]=[C:8]([NH:10][C:11]([NH:13][C@@H:14]2[C:23]3[C:18](=[CH:19][CH:20]=[CH:21][CH:22]=3)[C@H:17]([O:24][C:25]3[CH:26]=[CH:27][C:28]4[N:29]([C:31]([N:34]5[CH2:39][CH2:38][O:37][CH2:36][C@@H:35]5[CH3:40])=[N:32][N:33]=4)[CH:30]=3)[CH2:16][CH2:15]2)=[O:12])[N:7]([CH2:41][CH2:42][O:43]S(C)(=O)=O)[N:6]=1)([CH3:4])([CH3:3])[CH3:2].CCN(C(C)C)C(C)C.[NH:57]1[CH2:62][CH2:61][O:60][CH2:59][CH2:58]1. The catalyst is C1COCC1. The product is [CH:42]([OH:43])=[O:60].[C:1]([C:5]1[CH:9]=[C:8]([NH:10][C:11]([NH:13][C@@H:14]2[C:23]3[C:18](=[CH:19][CH:20]=[CH:21][CH:22]=3)[C@H:17]([O:24][C:25]3[CH:26]=[CH:27][C:28]4[N:29]([C:31]([N:34]5[CH2:39][CH2:38][O:37][CH2:36][C@@H:35]5[CH3:40])=[N:32][N:33]=4)[CH:30]=3)[CH2:16][CH2:15]2)=[O:12])[N:7]([CH2:41][CH2:42][N:57]2[CH2:62][CH2:61][O:60][CH2:59][CH2:58]2)[N:6]=1)([CH3:2])([CH3:3])[CH3:4]. The yield is 0.340. (3) The reactants are [CH3:1][N:2]([C:9]1[CH:14]=[CH:13][C:12]([C@@H:15]2[O:20][CH2:19][CH2:18][N:17]([C@@H](C3C=CC=CC=3)C)[CH2:16]2)=[CH:11][CH:10]=1)[C:3]1[CH:8]=[CH:7][CH:6]=[CH:5][N:4]=1.C([O-])=O.[NH4+].CO.O. The catalyst is O1CCCC1.[Pd]. The product is [CH3:1][N:2]([C:9]1[CH:10]=[CH:11][C:12]([C@@H:15]2[O:20][CH2:19][CH2:18][NH:17][CH2:16]2)=[CH:13][CH:14]=1)[C:3]1[CH:8]=[CH:7][CH:6]=[CH:5][N:4]=1. The yield is 0.940.